Task: Regression. Given a peptide amino acid sequence and an MHC pseudo amino acid sequence, predict their binding affinity value. This is MHC class I binding data.. Dataset: Peptide-MHC class I binding affinity with 185,985 pairs from IEDB/IMGT (1) The peptide sequence is YRQQNPIPVGN. The MHC is Mamu-B03 with pseudo-sequence Mamu-B03. The binding affinity (normalized) is 0.0164. (2) The peptide sequence is IPGDILSII. The MHC is HLA-B51:01 with pseudo-sequence HLA-B51:01. The binding affinity (normalized) is 0.508. (3) The peptide sequence is YVWWAAVIY. The MHC is HLA-A25:01 with pseudo-sequence HLA-A25:01. The binding affinity (normalized) is 0.0847. (4) The peptide sequence is ETVNFVPNY. The MHC is HLA-A29:02 with pseudo-sequence HLA-A29:02. The binding affinity (normalized) is 0.0847. (5) The peptide sequence is FVRLDRPHT. The MHC is HLA-A02:01 with pseudo-sequence HLA-A02:01. The binding affinity (normalized) is 0. (6) The peptide sequence is GTHVLLPFY. The MHC is HLA-A23:01 with pseudo-sequence HLA-A23:01. The binding affinity (normalized) is 0.0171. (7) The peptide sequence is KYKLKHIVW. The MHC is HLA-B15:03 with pseudo-sequence HLA-B15:03. The binding affinity (normalized) is 0.170. (8) The peptide sequence is FFNVEIPEF. The MHC is HLA-A30:02 with pseudo-sequence HLA-A30:02. The binding affinity (normalized) is 0.213.